Dataset: Forward reaction prediction with 1.9M reactions from USPTO patents (1976-2016). Task: Predict the product of the given reaction. (1) Given the reactants [O:1]1[CH2:6][CH2:5][N:4]([C:7]2[CH:16]=[C:15]3[C:10]([N:11]=[CH:12][CH:13]=[N:14]3)=[C:9]([O:17][C@@H:18]3[CH2:23][CH2:22][C@H:21]([NH2:24])[CH2:20][CH2:19]3)[CH:8]=2)[CH2:3][CH2:2]1.CS([C:29]1[N:34]=[CH:33][CH:32]=[CH:31][N:30]=1)(=O)=O.CCN(C(C)C)C(C)C, predict the reaction product. The product is: [O:1]1[CH2:6][CH2:5][N:4]([C:7]2[CH:16]=[C:15]3[C:10]([N:11]=[CH:12][CH:13]=[N:14]3)=[C:9]([O:17][C@@H:18]3[CH2:23][CH2:22][C@H:21]([NH:24][C:29]4[N:34]=[CH:33][CH:32]=[CH:31][N:30]=4)[CH2:20][CH2:19]3)[CH:8]=2)[CH2:3][CH2:2]1. (2) The product is: [CH3:21][O:22][C:23]1[CH:24]=[C:25]2[C:30](=[CH:31][C:32]=1[O:33][CH3:34])[CH2:29][N:28]([C:17]1[C:18]3[N:19]=[C:10]([C:8]4[CH:9]=[C:4]5[CH:3]=[CH:2][NH:1][C:5]5=[N:6][CH:7]=4)[CH:11]=[CH:12][C:13]=3[N:14]=[CH:15][N:16]=1)[CH2:27][CH2:26]2. Given the reactants [NH:1]1[C:5]2=[N:6][CH:7]=[C:8]([C:10]3[CH:11]=[CH:12][C:13]4[N:14]=[CH:15][NH:16][C:17](=O)[C:18]=4[N:19]=3)[CH:9]=[C:4]2[CH:3]=[CH:2]1.[CH3:21][O:22][C:23]1[CH:24]=[C:25]2[C:30](=[CH:31][C:32]=1[O:33][CH3:34])[CH2:29][NH:28][CH2:27][CH2:26]2.F[P-](F)(F)(F)(F)F.N1(O[P+](N(C)C)(N(C)C)N(C)C)C2C=CC=CC=2N=N1.N12CCCN=C1CCCCC2, predict the reaction product. (3) Given the reactants [O:1]=[C:2]1[CH2:11][CH2:10][C:9]2[C:4](=[CH:5][CH:6]=[N:7][CH:8]=2)[N:3]1[CH2:12][C:13]([OH:15])=O.[Br:16][C:17]1[C:18]([C:23]2[NH:27][N:26]=[CH:25][N:24]=2)=[C:19]([NH2:22])[S:20][CH:21]=1, predict the reaction product. The product is: [Br:16][C:17]1[C:18]([C:23]2[NH:27][N:26]=[CH:25][N:24]=2)=[C:19]([NH:22][C:13](=[O:15])[CH2:12][N:3]2[C:4]3[C:9](=[CH:8][N:7]=[CH:6][CH:5]=3)[CH2:10][CH2:11][C:2]2=[O:1])[S:20][CH:21]=1. (4) Given the reactants Cl[C:2]1[CH:7]=[C:6]([C:8]2[C:16]3[O:15][N:14]=[C:13]([NH2:17])[C:12]=3[CH:11]=[CH:10][CH:9]=2)[N:5]=[C:4]2[N:18]([CH3:21])[N:19]=[CH:20][C:3]=12.[CH3:22][S:23]([C:26]1[CH:31]=[CH:30][C:29]([OH:32])=[CH:28][CH:27]=1)(=[O:25])=[O:24].C(=O)([O-])[O-].[K+].[K+], predict the reaction product. The product is: [CH3:21][N:18]1[C:4]2=[N:5][C:6]([C:8]3[C:16]4[O:15][N:14]=[C:13]([NH2:17])[C:12]=4[CH:11]=[CH:10][CH:9]=3)=[CH:7][C:2]([O:32][C:29]3[CH:28]=[CH:27][C:26]([S:23]([CH3:22])(=[O:25])=[O:24])=[CH:31][CH:30]=3)=[C:3]2[CH:20]=[N:19]1. (5) Given the reactants [C:1]([O:5][C:6]([N:8]1[CH2:13][CH2:12][CH:11]([NH:14][CH2:15][C:16]2[CH:21]=[C:20]([C:22]3[CH:27]=[CH:26][N:25]=[C:24]([Cl:28])[N:23]=3)[CH:19]=[CH:18][C:17]=2[F:29])[CH2:10][CH2:9]1)=[O:7])([CH3:4])([CH3:3])[CH3:2].[CH3:30][S:31](Cl)(=[O:33])=[O:32], predict the reaction product. The product is: [C:1]([O:5][C:6]([N:8]1[CH2:13][CH2:12][CH:11]([N:14]([CH2:15][C:16]2[CH:21]=[C:20]([C:22]3[CH:27]=[CH:26][N:25]=[C:24]([Cl:28])[N:23]=3)[CH:19]=[CH:18][C:17]=2[F:29])[S:31]([CH3:30])(=[O:33])=[O:32])[CH2:10][CH2:9]1)=[O:7])([CH3:4])([CH3:2])[CH3:3]. (6) Given the reactants [OH-].[Li+].COC([C:7]1[C:12]([NH2:13])=[N:11][C:10]([NH2:14])=[C:9]([Cl:15])[N:8]=1)=O.Cl, predict the reaction product. The product is: [Cl:15][C:9]1[C:10]([NH2:14])=[N:11][C:12]([NH2:13])=[CH:7][N:8]=1. (7) Given the reactants [C:1]1([CH3:14])[CH:6]=[C:5]([CH3:7])[CH:4]=[C:3]([CH3:8])[C:2]=1[S:9]([O:12][NH2:13])(=[O:11])=[O:10].[NH2:15][C:16]1[N:21]=[C:20]([CH3:22])[CH:19]=[CH:18][N:17]=1.CO.ClCCl.CCOCC, predict the reaction product. The product is: [C:1]1([CH3:14])[CH:6]=[C:5]([CH3:7])[CH:4]=[C:3]([CH3:8])[C:2]=1[S:9]([O-:12])(=[O:11])=[O:10].[NH2:13][N+:17]1[CH:18]=[CH:19][C:20]([CH3:22])=[N:21][C:16]=1[NH2:15]. (8) Given the reactants [N+:1]([C:4]1[CH:5]=[CH:6][C:7]([C:11]2[O:15][CH:14]=[N:13][CH:12]=2)=[C:8]([OH:10])[CH:9]=1)([O-:3])=[O:2].C([O-])([O-])=O.[K+].[K+].I[CH2:23][CH3:24].[NH4+].[Cl-], predict the reaction product. The product is: [CH2:23]([O:10][C:8]1[CH:9]=[C:4]([N+:1]([O-:3])=[O:2])[CH:5]=[CH:6][C:7]=1[C:11]1[O:15][CH:14]=[N:13][CH:12]=1)[CH3:24].